This data is from Reaction yield outcomes from USPTO patents with 853,638 reactions. The task is: Predict the reaction yield, written as a fraction of the theoretical maximum amount of product (1.0 means a 100% yield; for example, 0.34 means a 34% yield). (1) The reactants are ClCCl.[OH:4][C@H:5]([CH2:18][NH:19][C:20]1[CH:25]=[CH:24][C:23]([N:26]2[CH2:31][CH2:30][O:29][CH2:28][C:27]2=[O:32])=[CH:22][CH:21]=1)[CH2:6][N:7]1[C:15](=[O:16])[C:14]2[C:9](=[CH:10][CH:11]=[CH:12][CH:13]=2)[C:8]1=[O:17].[C:33](=O)([O-])[O-:34].[K+].[K+]. The catalyst is O1CCCC1. The product is [O:34]=[C:33]1[N:19]([C:20]2[CH:25]=[CH:24][C:23]([N:26]3[CH2:31][CH2:30][O:29][CH2:28][C:27]3=[O:32])=[CH:22][CH:21]=2)[CH2:18][C@H:5]([CH2:6][N:7]2[C:15](=[O:16])[C:14]3[C:9](=[CH:10][CH:11]=[CH:12][CH:13]=3)[C:8]2=[O:17])[O:4]1. The yield is 0.900. (2) The reactants are [C:1]([C:5]1[O:9][N:8]=[C:7]([NH:10][C:11]([NH:13][C:14]2[CH:19]=[CH:18][CH:17]=[C:16]([O:20][C:21]3[C:30]4[C:25](=[CH:26][C:27]([O:33][CH2:34][CH2:35]Cl)=[C:28]([O:31][CH3:32])[CH:29]=4)[N:24]=[CH:23][N:22]=3)[CH:15]=2)=[O:12])[CH:6]=1)([CH3:4])([CH3:3])[CH3:2].[N:37]1([CH2:43][CH2:44][OH:45])[CH2:42][CH2:41][NH:40][CH2:39][CH2:38]1. No catalyst specified. The product is [C:1]([C:5]1[O:9][N:8]=[C:7]([NH:10][C:11]([NH:13][C:14]2[CH:19]=[CH:18][CH:17]=[C:16]([O:20][C:21]3[C:30]4[C:25](=[CH:26][C:27]([O:33][CH2:34][CH2:35][N:40]5[CH2:41][CH2:42][N:37]([CH2:43][CH2:44][OH:45])[CH2:38][CH2:39]5)=[C:28]([O:31][CH3:32])[CH:29]=4)[N:24]=[CH:23][N:22]=3)[CH:15]=2)=[O:12])[CH:6]=1)([CH3:4])([CH3:3])[CH3:2]. The yield is 0.130. (3) The reactants are [C:1]1([O:11][CH2:12][C:13]([OH:15])=O)[C:10]2[C:5](=[CH:6][CH:7]=[CH:8][CH:9]=2)[CH:4]=[CH:3][CH:2]=1.[C:16]([O:20][C:21](=[N:35][NH:36][C:37]([NH2:39])=[O:38])[CH2:22][C@H:23]([NH:26][C:27](=[O:34])[C@H:28]([CH2:30][CH:31]([CH3:33])[CH3:32])[NH2:29])[CH:24]=[O:25])([CH3:19])([CH3:18])[CH3:17].O.OC1C2N=NNC=2C=CC=1.Cl.C(N=C=NC(N)CC(C)C)C. The catalyst is CN1CCCC1=O.C(Cl)Cl. The product is [C:16]([O:20][C:21](=[N:35][NH:36][C:37]([NH2:39])=[O:38])[CH2:22][C@H:23]([NH:26][C:27](=[O:34])[C@H:28]([CH2:30][CH:31]([CH3:33])[CH3:32])[NH:29][C:13](=[O:15])[CH2:12][O:11][C:1]1[C:10]2[C:5](=[CH:6][CH:7]=[CH:8][CH:9]=2)[CH:4]=[CH:3][CH:2]=1)[CH:24]=[O:25])([CH3:18])([CH3:19])[CH3:17]. The yield is 0.940. (4) The product is [F:9][C:10]1[CH:18]=[CH:17][C:16]([I:19])=[CH:15][C:11]=1[C:12]([N:2]([CH3:3])[CH3:1])=[O:13]. The reactants are [CH3:1][NH:2][CH3:3].O1CCCC1.[F:9][C:10]1[CH:18]=[CH:17][C:16]([I:19])=[CH:15][C:11]=1[C:12](Cl)=[O:13]. The catalyst is ClCCl. The yield is 0.980. (5) The reactants are [F:1][C:2]([F:19])([F:18])[C:3]1[CH:8]=[CH:7][C:6]([C:9]2[C:10]([C:15]([OH:17])=O)=[CH:11][CH:12]=[CH:13][CH:14]=2)=[CH:5][CH:4]=1.C(Cl)(=O)C(Cl)=O.[NH2:26][C:27]1[CH:32]=[CH:31][C:30]([CH2:33][C:34]([O:36][CH3:37])=[O:35])=[CH:29][C:28]=1[C:38](=[O:42])[N:39]([CH3:41])[CH3:40].C(N(CC)CC)C. The catalyst is ClCCCl.CN(C=O)C. The product is [CH3:41][N:39]([CH3:40])[C:38]([C:28]1[CH:29]=[C:30]([CH2:33][C:34]([O:36][CH3:37])=[O:35])[CH:31]=[CH:32][C:27]=1[NH:26][C:15]([C:10]1[CH:11]=[CH:12][CH:13]=[CH:14][C:9]=1[C:6]1[CH:5]=[CH:4][C:3]([C:2]([F:1])([F:19])[F:18])=[CH:8][CH:7]=1)=[O:17])=[O:42]. The yield is 0.960. (6) The reactants are [N+:1]([C:4]1[C:5](O)=[N:6][CH:7]=[C:8]([C:10]([F:13])([F:12])[F:11])[CH:9]=1)([O-:3])=[O:2].N1C2C(=CC=CC=2)C=CC=1.P(Cl)(Cl)([Cl:27])=O.[OH-].[Na+]. No catalyst specified. The product is [Cl:27][C:5]1[C:4]([N+:1]([O-:3])=[O:2])=[CH:9][C:8]([C:10]([F:13])([F:12])[F:11])=[CH:7][N:6]=1. The yield is 0.900. (7) The reactants are [CH3:1][C:2]1[CH:3]=[C:4]([C:11]2[CH:15]=[C:14]([C:16]([O:18][CH2:19][CH3:20])=[O:17])[O:13][N:12]=2)[CH:5]=[CH:6][C:7]=1[N+:8]([O-])=O.[Cl-].[NH4+].O1CCCC1.O. The catalyst is C(O)C.[Fe]. The product is [NH2:8][C:7]1[CH:6]=[CH:5][C:4]([C:11]2[CH:15]=[C:14]([C:16]([O:18][CH2:19][CH3:20])=[O:17])[O:13][N:12]=2)=[CH:3][C:2]=1[CH3:1]. The yield is 0.810.